Dataset: Full USPTO retrosynthesis dataset with 1.9M reactions from patents (1976-2016). Task: Predict the reactants needed to synthesize the given product. (1) Given the product [C:14]([O:1][CH2:2][C:3]1[N:8]=[C:7]([CH3:9])[CH:6]=[C:5]([C:10]([O:12][CH3:13])=[O:11])[CH:4]=1)(=[O:16])[CH3:15], predict the reactants needed to synthesize it. The reactants are: [OH:1][CH2:2][C:3]1[N:8]=[C:7]([CH3:9])[CH:6]=[C:5]([C:10]([O:12][CH3:13])=[O:11])[CH:4]=1.[C:14](OC(=O)C)(=[O:16])[CH3:15].C(N(CC)CC)C. (2) The reactants are: [CH3:1][O:2][C:3](=[O:26])[CH2:4][C@H:5]1[C:9]2[CH:10]=[CH:11][C:12]([O:14][C@H:15]3[C:23]4[C:18](=[C:19]([OH:25])[CH:20]=[CH:21][C:22]=4[F:24])[CH2:17][CH2:16]3)=[CH:13][C:8]=2[O:7][CH2:6]1.[CH3:27][N:28]1[C:32]2[CH:33]=[CH:34][C:35](B(O)O)=[CH:36][C:31]=2[N:30]=[CH:29]1. Given the product [CH3:1][O:2][C:3](=[O:26])[CH2:4][C@H:5]1[C:9]2[CH:10]=[CH:11][C:12]([O:14][C@H:15]3[C:23]4[C:18](=[C:19]([O:25][C:35]5[CH:34]=[CH:33][C:32]6[N:28]([CH3:27])[CH:29]=[N:30][C:31]=6[CH:36]=5)[CH:20]=[CH:21][C:22]=4[F:24])[CH2:17][CH2:16]3)=[CH:13][C:8]=2[O:7][CH2:6]1, predict the reactants needed to synthesize it. (3) The reactants are: O1CCOCC1.[NH3:7].[CH:8]1([C:11]2[CH:15]=[C:14]([CH2:16][NH:17][C:18]([C:20]3[C:25](=[O:26])[N:24]([C:27]4[CH:32]=[CH:31][CH:30]=[C:29]([C:33]([F:36])([F:35])[F:34])[CH:28]=4)[C:23]([CH3:37])=[C:22]([CH2:38][CH2:39][C:40](O)=[O:41])[CH:21]=3)=[O:19])[O:13][N:12]=2)[CH2:10][CH2:9]1. Given the product [NH2:7][C:40](=[O:41])[CH2:39][CH2:38][C:22]1[CH:21]=[C:20]([C:18]([NH:17][CH2:16][C:14]2[O:13][N:12]=[C:11]([CH:8]3[CH2:10][CH2:9]3)[CH:15]=2)=[O:19])[C:25](=[O:26])[N:24]([C:27]2[CH:32]=[CH:31][CH:30]=[C:29]([C:33]([F:36])([F:35])[F:34])[CH:28]=2)[C:23]=1[CH3:37], predict the reactants needed to synthesize it. (4) Given the product [OH:18][CH2:19][C:20]1[CH:21]=[C:22]([N:26]2[CH2:31][CH2:30][N:29]([C:13]([C:4]3[S:3][C:2]([NH2:1])=[N:6][C:5]=3[C:7]3[CH:8]=[CH:9][CH:10]=[CH:11][CH:12]=3)=[O:15])[CH2:28][CH2:27]2)[CH:23]=[CH:24][CH:25]=1, predict the reactants needed to synthesize it. The reactants are: [NH2:1][C:2]1[S:3][C:4]([C:13]([OH:15])=O)=[C:5]([C:7]2[CH:12]=[CH:11][CH:10]=[CH:9][CH:8]=2)[N:6]=1.Cl.Cl.[OH:18][CH2:19][C:20]1[CH:21]=[C:22]([N:26]2[CH2:31][CH2:30][NH:29][CH2:28][CH2:27]2)[CH:23]=[CH:24][CH:25]=1.Cl.CN(C)CCCN=C=NCC.O.ON1C2C=CC=CC=2N=N1. (5) Given the product [NH2:1][C:2]1[C:7]([OH:8])=[CH:6][C:5]([C:10]([N:12]2[CH2:13][CH2:14][O:15][CH2:16][CH2:17]2)=[O:11])=[C:4]([F:18])[CH:3]=1, predict the reactants needed to synthesize it. The reactants are: [NH2:1][C:2]1[C:7]([O:8]C)=[CH:6][C:5]([C:10]([N:12]2[CH2:17][CH2:16][O:15][CH2:14][CH2:13]2)=[O:11])=[C:4]([F:18])[CH:3]=1.B(Br)(Br)Br. (6) Given the product [Cl:40][C:41]1[CH:46]=[CH:45][C:44]([C:30]2[CH:31]=[CH:32][C:33]([C:36]#[C:37][CH2:38][OH:39])=[N:34][CH:35]=2)=[CH:43][CH:42]=1, predict the reactants needed to synthesize it. The reactants are: C(N(CC)CC)C.C1(C2C=CC=CC=2)C=CC=CC=1P(C(C)(C)C)C(C)(C)C.Br[C:30]1[CH:31]=[CH:32][C:33]([C:36]#[C:37][CH2:38][OH:39])=[N:34][CH:35]=1.[Cl:40][C:41]1[CH:46]=[CH:45][C:44](OB(O)O)=[CH:43][CH:42]=1. (7) The reactants are: [H-].[Na+].[N+:3]([C:6]1[CH:12]=[CH:11][CH:10]=[CH:9][C:7]=1[NH2:8])([O-:5])=[O:4].[C:13](Cl)(=[O:20])[C:14]1[CH:19]=[CH:18][CH:17]=[CH:16][CH:15]=1.O. Given the product [C:13]([NH:8][C:7]1[CH:9]=[CH:10][CH:11]=[CH:12][C:6]=1[N+:3]([O-:5])=[O:4])(=[O:20])[C:14]1[CH:19]=[CH:18][CH:17]=[CH:16][CH:15]=1, predict the reactants needed to synthesize it. (8) Given the product [CH3:1][C@H:2]1[O:7][C@@H:6]([CH3:8])[CH2:5][N:4]([CH2:9][C@@H:10]([OH:29])[CH2:11][O:12][C:13]2[CH:14]=[CH:15][C:16]3[C:17]4[N:18]([CH2:26][CH2:27][N:28]=4)[C:19]([NH:25][C:30]([C:31]4[CH:32]=[N:33][CH:34]=[CH:35][CH:36]=4)=[O:37])=[N:20][C:21]=3[C:22]=2[O:23][CH3:24])[CH2:3]1, predict the reactants needed to synthesize it. The reactants are: [CH3:1][C@H:2]1[O:7][C@@H:6]([CH3:8])[CH2:5][N:4]([CH2:9][C@@H:10]([OH:29])[CH2:11][O:12][C:13]2[CH:14]=[CH:15][C:16]3[C:17]4[N:18]([CH2:26][CH2:27][N:28]=4)[C:19]([NH2:25])=[N:20][C:21]=3[C:22]=2[O:23][CH3:24])[CH2:3]1.[C:30](O)(=[O:37])[C:31]1[CH:36]=[CH:35][CH:34]=[N:33][CH:32]=1.C1CN([P+](ON2N=NC3C=CC=CC2=3)(N2CCCC2)N2CCCC2)CC1.F[P-](F)(F)(F)(F)F.C(N(CC)C(C)C)(C)C. (9) The reactants are: [C:1]([CH2:3][CH2:4][CH2:5][C:6]1[N:10]([C:11]2[CH:16]=[CH:15][C:14]([C:17]([NH:19][CH2:20][CH3:21])=[O:18])=[CH:13][CH:12]=2)[N:9]=[N:8][C:7]=1[C:22]([NH:24][CH:25]1[CH2:27][CH2:26]1)=[O:23])#[N:2].[Cl-].[OH:29][NH3+:30].C(=O)([O-])O.[Na+]. Given the product [NH2:2]/[C:1](=[N:30]\[OH:29])/[CH2:3][CH2:4][CH2:5][C:6]1[N:10]([C:11]2[CH:12]=[CH:13][C:14]([C:17]([NH:19][CH2:20][CH3:21])=[O:18])=[CH:15][CH:16]=2)[N:9]=[N:8][C:7]=1[C:22]([NH:24][CH:25]1[CH2:26][CH2:27]1)=[O:23], predict the reactants needed to synthesize it.